Regression. Given two drug SMILES strings and cell line genomic features, predict the synergy score measuring deviation from expected non-interaction effect. From a dataset of NCI-60 drug combinations with 297,098 pairs across 59 cell lines. (1) Drug 1: CC1C(C(=O)NC(C(=O)N2CCCC2C(=O)N(CC(=O)N(C(C(=O)O1)C(C)C)C)C)C(C)C)NC(=O)C3=C4C(=C(C=C3)C)OC5=C(C(=O)C(=C(C5=N4)C(=O)NC6C(OC(=O)C(N(C(=O)CN(C(=O)C7CCCN7C(=O)C(NC6=O)C(C)C)C)C)C(C)C)C)N)C. Drug 2: C1=CN(C=N1)CC(O)(P(=O)(O)O)P(=O)(O)O. Cell line: HOP-92. Synergy scores: CSS=9.78, Synergy_ZIP=-1.47, Synergy_Bliss=0.274, Synergy_Loewe=-10.8, Synergy_HSA=-1.77. (2) Drug 1: C1CN1P(=S)(N2CC2)N3CC3. Drug 2: CCN(CC)CCNC(=O)C1=C(NC(=C1C)C=C2C3=C(C=CC(=C3)F)NC2=O)C. Cell line: BT-549. Synergy scores: CSS=5.70, Synergy_ZIP=-1.38, Synergy_Bliss=-0.169, Synergy_Loewe=-2.74, Synergy_HSA=-1.39. (3) Drug 1: CC1=CC2C(CCC3(C2CCC3(C(=O)C)OC(=O)C)C)C4(C1=CC(=O)CC4)C. Drug 2: C1CC(C1)(C(=O)O)C(=O)O.[NH2-].[NH2-].[Pt+2]. Cell line: M14. Synergy scores: CSS=21.6, Synergy_ZIP=4.52, Synergy_Bliss=3.86, Synergy_Loewe=-11.1, Synergy_HSA=1.41. (4) Drug 1: C1CC(C1)(C(=O)O)C(=O)O.[NH2-].[NH2-].[Pt+2]. Drug 2: C1CN(CCN1C(=O)CCBr)C(=O)CCBr. Cell line: UACC62. Synergy scores: CSS=27.4, Synergy_ZIP=-11.3, Synergy_Bliss=-0.560, Synergy_Loewe=-1.76, Synergy_HSA=1.44. (5) Drug 1: CN(CC1=CN=C2C(=N1)C(=NC(=N2)N)N)C3=CC=C(C=C3)C(=O)NC(CCC(=O)O)C(=O)O. Drug 2: C1C(C(OC1N2C=NC(=NC2=O)N)CO)O. Cell line: MCF7. Synergy scores: CSS=6.69, Synergy_ZIP=-6.22, Synergy_Bliss=-9.39, Synergy_Loewe=-22.2, Synergy_HSA=-7.65. (6) Drug 1: CC1=C(N=C(N=C1N)C(CC(=O)N)NCC(C(=O)N)N)C(=O)NC(C(C2=CN=CN2)OC3C(C(C(C(O3)CO)O)O)OC4C(C(C(C(O4)CO)O)OC(=O)N)O)C(=O)NC(C)C(C(C)C(=O)NC(C(C)O)C(=O)NCCC5=NC(=CS5)C6=NC(=CS6)C(=O)NCCC[S+](C)C)O. Drug 2: CN(C(=O)NC(C=O)C(C(C(CO)O)O)O)N=O. Cell line: SW-620. Synergy scores: CSS=15.5, Synergy_ZIP=-4.08, Synergy_Bliss=1.94, Synergy_Loewe=-37.9, Synergy_HSA=2.77.